From a dataset of Forward reaction prediction with 1.9M reactions from USPTO patents (1976-2016). Predict the product of the given reaction. (1) Given the reactants Br[C:2]1[CH:3]=[C:4]([CH:16]2[CH2:18][CH2:17]2)[C:5]2[O:12][C:9]3([CH2:11][CH2:10]3)[CH2:8][C:7]([CH3:14])([CH3:13])[C:6]=2[CH:15]=1.[CH3:19][Si:20]([C:23]#[CH:24])([CH3:22])[CH3:21].C(N(CC)CC)C.O1CCCC1, predict the reaction product. The product is: [CH:16]1([C:4]2[C:5]3[O:12][C:9]4([CH2:11][CH2:10]4)[CH2:8][C:7]([CH3:13])([CH3:14])[C:6]=3[CH:15]=[C:2]([C:24]#[C:23][Si:20]([CH3:22])([CH3:21])[CH3:19])[CH:3]=2)[CH2:17][CH2:18]1. (2) Given the reactants [Br:1][C:2]1[C:3]([CH:7]2[CH2:9][CH2:8]2)=[N:4][NH:5][CH:6]=1.N1C=CC=CC=1.[S:16](Cl)([C:19]1[CH:25]=[CH:24][C:22]([CH3:23])=[CH:21][CH:20]=1)(=[O:18])=[O:17], predict the reaction product. The product is: [Br:1][C:2]1[C:3]([CH:7]2[CH2:9][CH2:8]2)=[N:4][N:5]([S:16]([C:19]2[CH:25]=[CH:24][C:22]([CH3:23])=[CH:21][CH:20]=2)(=[O:18])=[O:17])[CH:6]=1.